Dataset: Catalyst prediction with 721,799 reactions and 888 catalyst types from USPTO. Task: Predict which catalyst facilitates the given reaction. (1) Reactant: CS(O[CH2:6][CH:7]([CH3:11])[CH2:8][CH2:9][CH3:10])(=O)=O.C(O)C.[SH:15][C:16]1[S:17][C:18]([NH2:21])=[N:19][N:20]=1.[OH-].[Na+]. Product: [CH3:11][CH:7]([CH2:8][CH2:9][CH3:10])[CH2:6][S:15][C:16]1[S:17][C:18]([NH2:21])=[N:19][N:20]=1. The catalyst class is: 13. (2) Reactant: [CH2:1]([C:4]1[O:8][C:7]([CH:9]([O:12][C:13]2[C:14]([F:23])=[C:15]([C:19]([F:22])=[CH:20][CH:21]=2)[C:16]([NH2:18])=[O:17])[CH2:10][CH3:11])=[N:6][C:5]=1[C:24]1[CH:29]=[CH:28][C:27]([Cl:30])=[CH:26][CH:25]=1)[CH:2]=[CH2:3]. Product: [Cl:30][C:27]1[CH:26]=[CH:25][C:24]([C:5]2[N:6]=[C:7]([CH:9]([O:12][C:13]3[C:14]([F:23])=[C:15]([C:19]([F:22])=[CH:20][CH:21]=3)[C:16]([NH2:18])=[O:17])[CH2:10][CH3:11])[O:8][C:4]=2[CH2:1][CH2:2][CH3:3])=[CH:29][CH:28]=1. The catalyst class is: 19. (3) Reactant: [CH3:1][C:2]1[CH:3]=[CH:4][C:5]([S:9][C:10]2[CH:11]=[CH:12][CH:13]=[CH:14][C:15]=2[N:16]2[CH2:21][CH2:20][NH:19][CH2:18][CH2:17]2)=[C:6]([CH3:8])[CH:7]=1.[C:22]([OH:29])(=[O:28])[CH2:23][CH2:24][C:25]([OH:27])=[O:26]. Product: [CH3:1][C:2]1[CH:3]=[CH:4][C:5]([S:9][C:10]2[CH:11]=[CH:12][CH:13]=[CH:14][C:15]=2[N:16]2[CH2:17][CH2:18][NH:19][CH2:20][CH2:21]2)=[C:6]([CH3:8])[CH:7]=1.[C:22]([O-:29])(=[O:28])[CH2:23][CH2:24][C:25]([O-:27])=[O:26]. The catalyst class is: 194. (4) Reactant: [CH3:1][N:2]([CH3:13])[CH2:3][C:4]1[C:12]2[C:7](=[N:8][CH:9]=[CH:10][CH:11]=2)[NH:6][CH:5]=1.[H-].[Na+].[CH:16]([Si:19](Cl)([CH:23]([CH3:25])[CH3:24])[CH:20]([CH3:22])[CH3:21])([CH3:18])[CH3:17].O. Product: [CH3:1][N:2]([CH3:13])[CH2:3][C:4]1[C:12]2[C:7](=[N:8][CH:9]=[CH:10][CH:11]=2)[N:6]([Si:19]([CH:23]([CH3:25])[CH3:24])([CH:20]([CH3:22])[CH3:21])[CH:16]([CH3:18])[CH3:17])[CH:5]=1. The catalyst class is: 9.